This data is from Peptide-MHC class II binding affinity with 134,281 pairs from IEDB. The task is: Regression. Given a peptide amino acid sequence and an MHC pseudo amino acid sequence, predict their binding affinity value. This is MHC class II binding data. (1) The peptide sequence is GSDPKKLVLNIKYTR. The MHC is DRB1_1201 with pseudo-sequence DRB1_1201. The binding affinity (normalized) is 0.393. (2) The peptide sequence is LDYDDYVYPGHAIWW. The MHC is HLA-DQA10301-DQB10302 with pseudo-sequence HLA-DQA10301-DQB10302. The binding affinity (normalized) is 0.397. (3) The peptide sequence is QKYVNNTATLLMTSL. The MHC is HLA-DQA10301-DQB10302 with pseudo-sequence HLA-DQA10301-DQB10302. The binding affinity (normalized) is 0.153. (4) The peptide sequence is AATGAATAATGGYKV. The MHC is HLA-DQA10101-DQB10501 with pseudo-sequence HLA-DQA10101-DQB10501. The binding affinity (normalized) is 0.